This data is from Reaction yield outcomes from USPTO patents with 853,638 reactions. The task is: Predict the reaction yield, written as a fraction of the theoretical maximum amount of product (1.0 means a 100% yield; for example, 0.34 means a 34% yield). (1) The reactants are [C:1](OCC)(=O)[CH2:2][C:3]([O:5]CC)=O.Br[CH2:13][CH2:14][CH2:15][CH2:16]Br.[C:18]([O-:24])(=O)[CH2:19][C:20]([O-:22])=O.[H-].[Al+3].[Li+].[H-].[H-].[H-].[OH-].[Na+].O1CCC[CH2:34]1. The catalyst is O. The product is [C:3]([O:22][CH2:20][C:19]1([CH2:18][OH:24])[CH2:16][CH2:15][CH2:14][CH2:13]1)(=[O:5])[C:2]([CH3:1])=[CH2:34]. The yield is 0.350. (2) The reactants are [NH2:1][C:2]1[C:11]2[C:6](=[C:7](Br)[CH:8]=[CH:9][CH:10]=2)[N:5]=[N:4][C:3]=1[C:13]([NH:15][CH2:16][CH2:17][CH3:18])=[O:14].[CH3:19][O:20][C:21]1[C:26]([O:27][CH3:28])=[C:25]([O:29][CH3:30])[CH:24]=[CH:23][C:22]=1B(O)O. No catalyst specified. The product is [NH2:1][C:2]1[C:11]2[C:6](=[C:7]([C:22]3[CH:23]=[CH:24][C:25]([O:29][CH3:30])=[C:26]([O:27][CH3:28])[C:21]=3[O:20][CH3:19])[CH:8]=[CH:9][CH:10]=2)[N:5]=[N:4][C:3]=1[C:13]([NH:15][CH2:16][CH2:17][CH3:18])=[O:14]. The yield is 0.921. (3) The reactants are [F:1][CH:2]([F:23])[C:3]1[C:4]([N:9]=C(C2C=CC=CC=2)C2C=CC=CC=2)=[N:5][CH:6]=[CH:7][CH:8]=1.Cl. The catalyst is O1CCCC1. The product is [F:1][CH:2]([F:23])[C:3]1[C:4]([NH2:9])=[N:5][CH:6]=[CH:7][CH:8]=1. The yield is 0.720. (4) The reactants are [CH2:1]([NH:3][C:4]1[CH:11]=[CH:10][C:7]([C:8]#[N:9])=[CH:6][C:5]=1[N:12]=[C:13]1[N:17]([CH2:18][C:19]2[CH:24]=[CH:23][CH:22]=[C:21]([O:25]C)[CH:20]=2)[C:16](=[O:27])[C:15](=[C:28]2[N:32]([CH3:33])[C:31]3[CH:34]=[CH:35][CH:36]=[CH:37][C:30]=3[S:29]2)[S:14]1)[CH3:2].B(Br)(Br)Br. The catalyst is C(Cl)Cl. The product is [CH2:1]([NH:3][C:4]1[CH:11]=[CH:10][C:7]([C:8]#[N:9])=[CH:6][C:5]=1[N:12]=[C:13]1[N:17]([CH2:18][C:19]2[CH:24]=[CH:23][CH:22]=[C:21]([OH:25])[CH:20]=2)[C:16](=[O:27])[C:15](=[C:28]2[N:32]([CH3:33])[C:31]3[CH:34]=[CH:35][CH:36]=[CH:37][C:30]=3[S:29]2)[S:14]1)[CH3:2]. The yield is 0.260.